Task: Predict the reactants needed to synthesize the given product.. Dataset: Full USPTO retrosynthesis dataset with 1.9M reactions from patents (1976-2016) (1) Given the product [Cl:14][C:15]1[CH:20]=[CH:19][C:18]([C:2]2[C:7]([CH:8]=[O:9])=[CH:6][N:5]=[C:4]([NH:10][C:11](=[O:13])[CH3:12])[CH:3]=2)=[C:17]([F:24])[CH:16]=1, predict the reactants needed to synthesize it. The reactants are: Cl[C:2]1[C:7]([CH:8]=[O:9])=[CH:6][N:5]=[C:4]([NH:10][C:11](=[O:13])[CH3:12])[CH:3]=1.[Cl:14][C:15]1[CH:20]=[CH:19][C:18](B(O)O)=[C:17]([F:24])[CH:16]=1.C(=O)([O-])[O-].[Cs+].[Cs+]. (2) Given the product [Cl:5][C:6]1[C:10]([CH3:11])=[CH:9][S:8][C:7]=1[C:12]1([C:17]([Cl:3])=[O:19])[CH2:16][CH2:15][CH2:14][CH2:13]1, predict the reactants needed to synthesize it. The reactants are: S(Cl)([Cl:3])=O.[Cl:5][C:6]1[C:10]([CH3:11])=[CH:9][S:8][C:7]=1[C:12]1([C:17]([OH:19])=O)[CH2:16][CH2:15][CH2:14][CH2:13]1. (3) Given the product [CH2:35]([O:36][CH:37]([CH:38]([C:39]([O:41][CH2:42][CH3:43])=[O:40])[C:44]([O:46][CH2:47][CH3:48])=[O:45])[CH:27]([C:25]1[CH:24]=[CH:23][CH:22]=[C:21]([C:14]2[C:15]([CH3:20])=[CH:16][C:17]([CH3:19])=[CH:18][C:13]=2[CH3:33])[N:26]=1)[C:28](=[O:32])[CH2:29][CH2:30][CH3:31])[CH3:34], predict the reactants needed to synthesize it. The reactants are: C(NC(C)C)(C)C.C([Li])CCC.[C:13]1([CH3:33])[CH:18]=[C:17]([CH3:19])[CH:16]=[C:15]([CH3:20])[C:14]=1[C:21]1[N:26]=[C:25]([CH2:27][C:28](=[O:32])[CH2:29][CH2:30][CH3:31])[CH:24]=[CH:23][CH:22]=1.[CH3:34][CH2:35][O:36][CH:37]=[C:38]([C:44]([O:46][CH2:47][CH3:48])=[O:45])[C:39]([O:41][CH2:42][CH3:43])=[O:40]. (4) Given the product [Cl:1][C:2]1[N:10]=[CH:9][N:8]=[C:7]2[C:3]=1[N:4]=[CH:5][N:6]2[C:12]1[CH:13]=[CH:14][C:15]([N:18]([OH:20])[C:29]([NH:28][C:25]2[CH:26]=[CH:27][C:22]([Cl:21])=[C:23]([C:31]([F:33])([F:32])[F:34])[CH:24]=2)=[O:30])=[CH:16][CH:17]=1, predict the reactants needed to synthesize it. The reactants are: [Cl:1][C:2]1[N:10]=[CH:9][N:8]=[C:7]2[C:3]=1[NH:4][CH:5]=[N:6]2.F[C:12]1[CH:17]=[CH:16][C:15]([N+:18]([O-:20])=O)=[CH:14][CH:13]=1.[Cl:21][C:22]1[CH:27]=[CH:26][C:25]([N:28]=[C:29]=[O:30])=[CH:24][C:23]=1[C:31]([F:34])([F:33])[F:32]. (5) Given the product [Cl:31][C:28]1[CH:29]=[CH:30][C:25]([CH2:24][N:5]([CH2:4][C:3]([OH:32])=[O:2])[C:6]([C:8]2([CH3:23])[CH2:11][CH2:10][N:9]2[C:12](=[O:22])[CH2:13][C:14]2[CH:15]=[C:16]([CH3:21])[CH:17]=[C:18]([CH3:20])[CH:19]=2)=[O:7])=[CH:26][CH:27]=1, predict the reactants needed to synthesize it. The reactants are: C[O:2][C:3](=[O:32])[CH2:4][N:5]([CH2:24][C:25]1[CH:30]=[CH:29][C:28]([Cl:31])=[CH:27][CH:26]=1)[C:6]([C:8]1([CH3:23])[CH2:11][CH2:10][N:9]1[C:12](=[O:22])[CH2:13][C:14]1[CH:19]=[C:18]([CH3:20])[CH:17]=[C:16]([CH3:21])[CH:15]=1)=[O:7].CCO.[OH-].[Na+]. (6) Given the product [CH2:6]([O:5][C:3]([C:2]1[C:1](=[O:9])[NH:21][C:22]2[C:16]([C:17]=1[OH:18])=[CH:26][CH:25]=[CH:24][CH:23]=2)=[O:4])[CH3:7], predict the reactants needed to synthesize it. The reactants are: [C:1]([O:9]CC)(=O)[CH2:2][C:3]([O:5][CH2:6][CH3:7])=[O:4].[H-].[Na+].[H][H].[C:16]12[C:22](=[CH:23][CH:24]=[CH:25][CH:26]=1)[NH:21]C(=O)O[C:17]2=[O:18].Cl. (7) Given the product [CH3:1][N:2]1[CH2:3][CH2:4][N:5]([C:8]2[CH:13]=[N:12][C:11]([NH2:14])=[CH:10][N:9]=2)[CH2:6][CH2:7]1, predict the reactants needed to synthesize it. The reactants are: [CH3:1][N:2]1[CH2:7][CH2:6][N:5]([C:8]2[CH:13]=[N:12][C:11]([N+:14]([O-])=O)=[CH:10][N:9]=2)[CH2:4][CH2:3]1. (8) Given the product [Br:1][C:2]1[N:3]=[CH:4][C:5]([O:8][CH2:22][CH:19]2[CH2:20][CH2:21][N:16]([C:9]([O:11][C:12]([CH3:13])([CH3:15])[CH3:14])=[O:10])[CH2:17][CH2:18]2)=[CH:6][CH:7]=1, predict the reactants needed to synthesize it. The reactants are: [Br:1][C:2]1[CH:7]=[CH:6][C:5]([OH:8])=[CH:4][N:3]=1.[C:9]([N:16]1[CH2:21][CH2:20][CH:19]([CH2:22]O)[CH2:18][CH2:17]1)([O:11][C:12]([CH3:15])([CH3:14])[CH3:13])=[O:10].C1C=CC(P(C2C=CC=CC=2)C2C=CC=CC=2)=CC=1.N(C(OC(C)C)=O)=NC(OC(C)C)=O. (9) Given the product [CH3:21][O:22][C:23]1[CH:28]=[C:27]([C:2]2[N:3]=[C:4]([N:15]3[CH2:20][CH2:19][O:18][CH2:17][CH2:16]3)[C:5]3[S:10][C:9]([C:11]([OH:14])([CH3:13])[CH3:12])=[CH:8][C:6]=3[N:7]=2)[CH:26]=[N:25][CH:24]=1, predict the reactants needed to synthesize it. The reactants are: Cl[C:2]1[N:3]=[C:4]([N:15]2[CH2:20][CH2:19][O:18][CH2:17][CH2:16]2)[C:5]2[S:10][C:9]([C:11]([OH:14])([CH3:13])[CH3:12])=[CH:8][C:6]=2[N:7]=1.[CH3:21][O:22][C:23]1[CH:24]=[N:25][CH:26]=[C:27](B2OC(C)(C)C(C)(C)O2)[CH:28]=1.